Dataset: Experimentally validated miRNA-target interactions with 360,000+ pairs, plus equal number of negative samples. Task: Binary Classification. Given a miRNA mature sequence and a target amino acid sequence, predict their likelihood of interaction. The miRNA is hsa-miR-519d-3p with sequence CAAAGUGCCUCCCUUUAGAGUG. The protein sequence of the target gene is MELGSCFKTYEDFKECFSAYKRENRCSFILRDCVSVRFHNLNHGTSIREDILYVQVKFVCIRTQSNRKRTREADMCPAYLLLRYNERLDRLFISELNTQHIHGDSKVASPGGDTTGKSQKTMCLQRLQPVQPTTKKDLDTAEKSLVEPSFCLDKVQVSSKPEQEGITPSDLAKIAKVMKNFLKVDEGSMASFSVGDSQHLDRLSFQSSKMTDLFIRFPENLLLHRVENTQGHILYAFLVENKERESRVVHFAVLKAETVTSVAKMLSIFTEFNSDWPKVKVVFVDPSFHYRAILQEIFPA.... Result: 0 (no interaction).